This data is from Catalyst prediction with 721,799 reactions and 888 catalyst types from USPTO. The task is: Predict which catalyst facilitates the given reaction. (1) Reactant: [N+:1]([C:4]1[CH:9]=[C:8]([C:10]2[N:11]=[N:12][NH:13][N:14]=2)[CH:7]=[CH:6][C:5]=1[NH2:15])([O-])=O.[ClH:16]. Product: [ClH:16].[ClH:16].[N:14]1[NH:13][N:12]=[N:11][C:10]=1[C:8]1[CH:9]=[C:4]([NH2:1])[C:5]([NH2:15])=[CH:6][CH:7]=1. The catalyst class is: 19. (2) Reactant: [C:1]([C:3]1[CH:4]=[C:5]([CH:10]([CH2:30][C:31]2[CH:36]=[CH:35][C:34]([OH:37])=[CH:33][CH:32]=2)[CH:11]([NH:13][C:14](=[O:29])[C:15]([O:18][C:19]2[CH:24]=[CH:23][C:22]([C:25]([F:28])([F:27])[F:26])=[CH:21][N:20]=2)([CH3:17])[CH3:16])[CH3:12])[CH:6]=[C:7]([F:9])[CH:8]=1)#[N:2].[C:38](=O)([O-])[O-].[Cs+].[Cs+].CI. Product: [C:1]([C:3]1[CH:4]=[C:5]([CH:10]([CH2:30][C:31]2[CH:36]=[CH:35][C:34]([O:37][CH3:38])=[CH:33][CH:32]=2)[CH:11]([NH:13][C:14](=[O:29])[C:15]([O:18][C:19]2[CH:24]=[CH:23][C:22]([C:25]([F:28])([F:27])[F:26])=[CH:21][N:20]=2)([CH3:17])[CH3:16])[CH3:12])[CH:6]=[C:7]([F:9])[CH:8]=1)#[N:2]. The catalyst class is: 869.